Dataset: Catalyst prediction with 721,799 reactions and 888 catalyst types from USPTO. Task: Predict which catalyst facilitates the given reaction. (1) Reactant: [F:1][C:2]([F:34])([F:33])[C:3]1[CH:4]=[C:5]([CH:26]=[C:27]([C:29]([F:32])([F:31])[F:30])[CH:28]=1)[CH2:6][N:7]([CH:11]1[CH2:17][CH2:16][CH2:15][NH:14][C:13]2[CH:18]=[CH:19][C:20]([C:22]([F:25])([F:24])[F:23])=[CH:21][C:12]1=2)[C:8](=[O:10])[CH3:9].[Br:35]Br. Product: [F:30][C:29]([F:31])([F:32])[C:27]1[CH:26]=[C:5]([CH:4]=[C:3]([C:2]([F:1])([F:33])[F:34])[CH:28]=1)[CH2:6][N:7]([CH:11]1[CH2:17][CH2:16][CH2:15][NH:14][C:13]2[C:18]([Br:35])=[CH:19][C:20]([C:22]([F:23])([F:24])[F:25])=[CH:21][C:12]1=2)[C:8](=[O:10])[CH3:9]. The catalyst class is: 52. (2) Reactant: Cl[C:2]1[CH:3]=[C:4]([CH:8]=[C:9]([Cl:11])[N:10]=1)[C:5]([OH:7])=[O:6].[CH:12]([NH:15][CH3:16])([CH3:14])[CH3:13]. Product: [Cl:11][C:9]1[CH:8]=[C:4]([CH:3]=[C:2]([N:15]([CH:12]([CH3:14])[CH3:13])[CH3:16])[N:10]=1)[C:5]([OH:7])=[O:6]. The catalyst class is: 6. (3) Reactant: [OH:1][C:2]1[N:10]=[CH:9][CH:8]=[CH:7][C:3]=1[C:4]([OH:6])=[O:5].O.[OH-].[K+].[I:14][C:15]1[CH:16]=[C:17]([CH:20]=[CH:21][CH:22]=1)[CH2:18]Br. Product: [I:14][C:15]1[CH:16]=[C:17]([CH:20]=[CH:21][CH:22]=1)[CH2:18][N:10]1[CH:9]=[CH:8][CH:7]=[C:3]([C:4]([OH:6])=[O:5])[C:2]1=[O:1]. The catalyst class is: 5. (4) Reactant: [CH2:1]([O:8][C:9](=[O:36])[C@@H:10]([NH2:35])[CH2:11][C:12]1[CH:17]=[CH:16][C:15]([N:18]2[CH2:22][C:21](=[O:23])[N:20]([CH2:24][C:25]3[CH:30]=[CH:29][C:28]([O:31][CH3:32])=[CH:27][CH:26]=3)[S:19]2(=[O:34])=[O:33])=[CH:14][CH:13]=1)[C:2]1[CH:7]=[CH:6][CH:5]=[CH:4][CH:3]=1.[C:37]([NH:40][C@@H:41]([CH2:45][C:46]1[CH:51]=[CH:50][CH:49]=[CH:48][CH:47]=1)[C:42](O)=[O:43])(=[O:39])[CH3:38].C1C=CC2N(O)N=NC=2C=1.CCN=C=NCCCN(C)C.Cl. Product: [CH2:1]([O:8][C:9](=[O:36])[C@@H:10]([NH:35][C:42](=[O:43])[C@@H:41]([NH:40][C:37](=[O:39])[CH3:38])[CH2:45][C:46]1[CH:51]=[CH:50][CH:49]=[CH:48][CH:47]=1)[CH2:11][C:12]1[CH:13]=[CH:14][C:15]([N:18]2[CH2:22][C:21](=[O:23])[N:20]([CH2:24][C:25]3[CH:26]=[CH:27][C:28]([O:31][CH3:32])=[CH:29][CH:30]=3)[S:19]2(=[O:33])=[O:34])=[CH:16][CH:17]=1)[C:2]1[CH:3]=[CH:4][CH:5]=[CH:6][CH:7]=1. The catalyst class is: 91. (5) Reactant: [H-].[Na+].[OH:3][CH2:4][CH:5]1[CH2:9][N:8]([S:10]([CH3:13])(=[O:12])=[O:11])[CH2:7][CH:6]1[CH2:14][OH:15].[CH2:16](Br)[C:17]1[CH:22]=[CH:21][CH:20]=[CH:19][CH:18]=1. Product: [CH2:16]([O:15][CH2:14][CH:6]1[CH2:7][N:8]([S:10]([CH3:13])(=[O:12])=[O:11])[CH2:9][CH:5]1[CH2:4][OH:3])[C:17]1[CH:22]=[CH:21][CH:20]=[CH:19][CH:18]=1. The catalyst class is: 3. (6) Reactant: FC(F)(F)S(O[C:7]1[CH:8]=[C:9]([NH:16][C:17]([O:19][C:20]([CH3:23])([CH3:22])[CH3:21])=[O:18])[C:10]2[N:11]([N:13]=[CH:14][CH:15]=2)[CH:12]=1)(=O)=O.[CH3:26][N:27]1[CH:31]=[C:30](B2OC(C)(C)C(C)(C)O2)[CH:29]=[N:28]1.[F-].[K+].F[B-](F)(F)F.C([PH+](C(C)(C)C)C(C)(C)C)(C)(C)C. Product: [CH3:26][N:27]1[CH:31]=[C:30]([C:7]2[CH:8]=[C:9]([NH:16][C:17](=[O:18])[O:19][C:20]([CH3:23])([CH3:22])[CH3:21])[C:10]3[N:11]([N:13]=[CH:14][CH:15]=3)[CH:12]=2)[CH:29]=[N:28]1. The catalyst class is: 533. (7) Reactant: C1OCOC1CO.C12CC(C=C1)CC2C(OC)=O.C[O-].[Na+].[CH:22]12[CH2:28][CH:25]([CH:26]=[CH:27]1)[CH2:24][CH:23]2[C:29]([O:31][CH2:32][CH:33]1[CH2:37][O:36][CH2:35][O:34]1)=[O:30]. Product: [CH:22]12[CH2:28][CH:25]([CH2:26][CH2:27]1)[CH:24]=[C:23]2[C:29]([O:31][CH:32]1[CH2:33][O:34][CH2:35][O:36][CH2:37]1)=[O:30]. The catalyst class is: 11.